Task: Predict which catalyst facilitates the given reaction.. Dataset: Catalyst prediction with 721,799 reactions and 888 catalyst types from USPTO (1) Reactant: C[N:2](C(ON1N=NC2C=CC=NC1=2)=[N+](C)C)C.F[P-](F)(F)(F)(F)F.C(N(CC)CC)C.[C:32]([C:34]1[C@@H:39]([C:40]2[CH:45]=[CH:44][C:43]([C:46]#[N:47])=[CH:42][CH:41]=2)[N:38]2[N:48]=[C:49]([NH:51][CH2:52][C:53](O)=[O:54])[N:50]=[C:37]2[N:36]([C:56]2[CH:61]=[CH:60][CH:59]=[C:58]([C:62]([F:65])([F:64])[F:63])[CH:57]=2)[C:35]=1[CH3:66])#[N:33].N.O1CCOCC1. Product: [C:32]([C:34]1[C@@H:39]([C:40]2[CH:45]=[CH:44][C:43]([C:46]#[N:47])=[CH:42][CH:41]=2)[N:38]2[N:48]=[C:49]([NH:51][CH2:52][C:53]([NH2:2])=[O:54])[N:50]=[C:37]2[N:36]([C:56]2[CH:61]=[CH:60][CH:59]=[C:58]([C:62]([F:65])([F:63])[F:64])[CH:57]=2)[C:35]=1[CH3:66])#[N:33]. The catalyst class is: 3. (2) Reactant: [C:1]([CH:5]1[CH2:10][CH2:9][CH:8]([C:11]2[CH:16]=[CH:15][CH:14]=[CH:13][C:12]=2[N:17]2[CH2:22][CH2:21][NH:20][CH2:19][CH2:18]2)[CH2:7][CH2:6]1)([CH3:4])([CH3:3])[CH3:2].C(N(CC)CC)C.Cl[C:31]([O:33][CH2:34][CH3:35])=[O:32].C(=O)([O-])O.[Na+]. Product: [CH2:34]([O:33][C:31]([N:20]1[CH2:21][CH2:22][N:17]([C:12]2[CH:13]=[CH:14][CH:15]=[CH:16][C:11]=2[CH:8]2[CH2:7][CH2:6][CH:5]([C:1]([CH3:4])([CH3:2])[CH3:3])[CH2:10][CH2:9]2)[CH2:18][CH2:19]1)=[O:32])[CH3:35]. The catalyst class is: 866. (3) Reactant: CC1(C)OC(=O)[CH:5]([CH2:9][C@@H:10]([NH:22][C:23](=[O:29])[O:24][C:25]([CH3:28])([CH3:27])[CH3:26])[CH2:11][C:12]2[CH:17]=[CH:16][C:15]([C:18]([F:21])([F:20])[F:19])=[CH:14][CH:13]=2)[C:4](=O)[O:3]1.CCCCCC. Product: [F:19][C:18]([F:20])([F:21])[C:15]1[CH:16]=[CH:17][C:12]([CH2:11][C@H:10]2[CH2:9][CH2:5][C:4](=[O:3])[N:22]2[C:23]([O:24][C:25]([CH3:28])([CH3:27])[CH3:26])=[O:29])=[CH:13][CH:14]=1. The catalyst class is: 11. (4) Reactant: [CH2:1]([O:8][C:9]([NH:11][C:12]1[CH:20]=[CH:19][C:18]([O:21][C:22]([F:25])([F:24])[F:23])=[CH:17][C:13]=1[C:14]([OH:16])=O)=[O:10])[C:2]1[CH:7]=[CH:6][CH:5]=[CH:4][CH:3]=1.Cl.[CH3:27][O:28][C:29](=[O:32])[CH2:30][NH2:31].O.ON1C2C=CC=CC=2N=N1.Cl.C(N=C=NCCCN(C)C)C. Product: [CH2:1]([O:8][C:9]([NH:11][C:12]1[CH:20]=[CH:19][C:18]([O:21][C:22]([F:23])([F:24])[F:25])=[CH:17][C:13]=1[C:14]([NH:31][CH2:30][C:29]([O:28][CH3:27])=[O:32])=[O:16])=[O:10])[C:2]1[CH:3]=[CH:4][CH:5]=[CH:6][CH:7]=1. The catalyst class is: 571.